Dataset: Catalyst prediction with 721,799 reactions and 888 catalyst types from USPTO. Task: Predict which catalyst facilitates the given reaction. (1) Reactant: [C:1]([O:5][C:6]([N:8]1[CH2:13][CH2:12][CH:11]([C:14]2[CH:19]=[CH:18][C:17]([C:20]([O:22]C)=[O:21])=[CH:16][CH:15]=2)[CH2:10][CH2:9]1)=[O:7])([CH3:4])([CH3:3])[CH3:2].C1COCC1.[OH-].[Na+]. Product: [C:1]([O:5][C:6]([N:8]1[CH2:9][CH2:10][CH:11]([C:14]2[CH:15]=[CH:16][C:17]([C:20]([OH:22])=[O:21])=[CH:18][CH:19]=2)[CH2:12][CH2:13]1)=[O:7])([CH3:4])([CH3:2])[CH3:3]. The catalyst class is: 5. (2) Reactant: N12CCCN=C1CCCCC2.Cl.[NH2:13][CH2:14][C:15]1[CH:23]=[CH:22][CH:21]=[C:20]2[C:16]=1[CH2:17][N:18]([CH:25]1[CH2:30][CH2:29][C:28](=[O:31])[NH:27][C:26]1=[O:32])[C:19]2=[O:24].[O:33]1[CH:37]=[CH:36][CH:35]=[C:34]1[C:38](Cl)=[O:39]. Product: [O:32]=[C:26]1[CH:25]([N:18]2[CH2:17][C:16]3[C:20](=[CH:21][CH:22]=[CH:23][C:15]=3[CH2:14][NH:13][C:38]([C:34]3[O:33][CH:37]=[CH:36][CH:35]=3)=[O:39])[C:19]2=[O:24])[CH2:30][CH2:29][C:28](=[O:31])[NH:27]1. The catalyst class is: 10. (3) Reactant: [Cl:1][C:2]1[N:10]=[C:9]2[C:5]([N:6]=[CH:7][N:8]2[CH:11]([CH3:14])[CH2:12][CH3:13])=[C:4](Cl)[N:3]=1.C(O)CCC.[NH2:21][C:22]1[CH:27]=[CH:26][CH:25]=[CH:24][CH:23]=1. Product: [Cl:1][C:2]1[N:10]=[C:9]2[C:5]([N:6]=[CH:7][N:8]2[CH:11]([CH3:14])[CH2:12][CH3:13])=[C:4]([NH:21][C:22]2[CH:27]=[CH:26][CH:25]=[CH:24][CH:23]=2)[N:3]=1. The catalyst class is: 32. (4) The catalyst class is: 42. Product: [Cl:1][C:2]1[CH:3]=[CH:4][C:5]2[N:11]3[CH:12]=[CH:13][CH:14]=[C:10]3[C@@H:9]([CH2:15][CH2:16][C:17]([O:19][CH3:31])=[O:18])[O:8][C@H:7]([C:20]3[CH:25]=[CH:24][CH:23]=[C:22]([O:26][CH3:27])[C:21]=3[O:28][CH3:29])[C:6]=2[CH:30]=1. Reactant: [Cl:1][C:2]1[CH:3]=[CH:4][C:5]2[N:11]3[CH:12]=[CH:13][CH:14]=[C:10]3[C@H:9]([CH2:15][CH2:16][C:17]([OH:19])=[O:18])[O:8][C@H:7]([C:20]3[CH:25]=[CH:24][CH:23]=[C:22]([O:26][CH3:27])[C:21]=3[O:28][CH3:29])[C:6]=2[CH:30]=1.[C:31](=O)([O-])[O-].[K+].[K+].CI.